From a dataset of Reaction yield outcomes from USPTO patents with 853,638 reactions. Predict the reaction yield, written as a fraction of the theoretical maximum amount of product (1.0 means a 100% yield; for example, 0.34 means a 34% yield). The reactants are [CH2:1]([O:8][C:9]1[C:18]([F:19])=[C:17]2[C:12]([C:13]3[CH:24]=[CH:23][C:22]([O:25][CH2:26][CH3:27])=[C:21]([F:28])[C:14]=3[C:15](=O)[O:16]2)=[CH:11][CH:10]=1)[C:2]1[CH:7]=[CH:6][CH:5]=[CH:4][CH:3]=1.BrC1C=CC(OCC)=C(F)C=1.COCCOC.[BH4-].[Na+]. The catalyst is C1COCC1. The product is [CH2:1]([O:8][C:9]1[C:18]([F:19])=[C:17]2[C:12]([C:13]3[CH:24]=[CH:23][C:22]([O:25][CH2:26][CH3:27])=[C:21]([F:28])[C:14]=3[CH2:15][O:16]2)=[CH:11][CH:10]=1)[C:2]1[CH:3]=[CH:4][CH:5]=[CH:6][CH:7]=1. The yield is 0.780.